This data is from TCR-epitope binding with 47,182 pairs between 192 epitopes and 23,139 TCRs. The task is: Binary Classification. Given a T-cell receptor sequence (or CDR3 region) and an epitope sequence, predict whether binding occurs between them. The epitope is RLRAEAQVK. The TCR CDR3 sequence is CASGRLDEQFF. Result: 1 (the TCR binds to the epitope).